Dataset: Catalyst prediction with 721,799 reactions and 888 catalyst types from USPTO. Task: Predict which catalyst facilitates the given reaction. (1) Reactant: Br[C:2]1[CH:3]=[C:4]2[C:9](=[CH:10][C:11]=1[CH:12]([F:14])[F:13])[N:8]([C:15]1[C:19]3[CH2:20][N:21]([C:24]([NH:26][CH3:27])=[O:25])[CH2:22][CH2:23][C:18]=3[N:17]([CH:28]3[CH2:33][CH2:32][O:31][CH2:30][CH2:29]3)[N:16]=1)[CH2:7][CH2:6][CH2:5]2.C1(P(C2CCCCC2)C2C=CC=CC=2C2C(C(C)C)=CC(C(C)C)=CC=2C(C)C)CCCCC1.[CH3:68][N:69]1[CH:74]=[CH:73][C:72](B2OC(C)(C)C(C)(C)O2)=[CH:71][C:70]1=[O:84].C([O-])([O-])=O.[Na+].[Na+]. Product: [F:14][CH:12]([F:13])[C:11]1[CH:10]=[C:9]2[C:4]([CH2:5][CH2:6][CH2:7][N:8]2[C:15]2[C:19]3[CH2:20][N:21]([C:24]([NH:26][CH3:27])=[O:25])[CH2:22][CH2:23][C:18]=3[N:17]([CH:28]3[CH2:33][CH2:32][O:31][CH2:30][CH2:29]3)[N:16]=2)=[CH:3][C:2]=1[C:72]1[CH:73]=[CH:74][N:69]([CH3:68])[C:70](=[O:84])[CH:71]=1. The catalyst class is: 20. (2) Reactant: Cl[C:2]1[N:7]=[C:6]2[N:8]([CH2:11][C:12]3[CH:17]=[CH:16][CH:15]=[C:14]([C:18]([F:21])([F:20])[F:19])[C:13]=3[CH3:22])[CH:9]=[N:10][C:5]2=[C:4]([O:23]C)[CH:3]=1.[NH:25]1[CH2:30][CH2:29][O:28][CH2:27][CH2:26]1. Product: [CH3:22][C:13]1[C:14]([C:18]([F:21])([F:19])[F:20])=[CH:15][CH:16]=[CH:17][C:12]=1[CH2:11][N:8]1[C:6]2=[N:7][C:2]([N:25]3[CH2:30][CH2:29][O:28][CH2:27][CH2:26]3)=[CH:3][C:4]([OH:23])=[C:5]2[N:10]=[CH:9]1. The catalyst class is: 223. (3) Reactant: C([O-])(O)=O.[Na+].Cl.[CH3:7][C@@H:8]1[NH:13][CH2:12][C@@H:11]([C:14]([O:16][CH3:17])=[O:15])[CH2:10][CH2:9]1. The catalyst class is: 2. Product: [CH3:7][C@@H:8]1[NH:13][CH2:12][C@@H:11]([C:14]([O:16][CH3:17])=[O:15])[CH2:10][CH2:9]1.